From a dataset of Catalyst prediction with 721,799 reactions and 888 catalyst types from USPTO. Predict which catalyst facilitates the given reaction. (1) Reactant: [OH:1][C:2]1[CH:3]=[C:4]([C:8](=[O:11])[CH2:9][CH3:10])[CH:5]=[CH:6][CH:7]=1.C([O-])([O-])=O.[K+].[K+].[CH2:18]([O:20][C:21](=[O:24])[CH2:22]Br)[CH3:19]. Product: [CH2:18]([O:20][C:21](=[O:24])[CH2:22][O:1][C:2]1[CH:7]=[CH:6][CH:5]=[C:4]([C:8](=[O:11])[CH2:9][CH3:10])[CH:3]=1)[CH3:19]. The catalyst class is: 21. (2) Reactant: [CH:1]1([N:6]2[CH2:12][C:11]([F:14])([F:13])[C:10](=[O:15])[N:9]([CH3:16])[C:8]3[CH:17]=[N:18][C:19]([NH:21][C:22]4[C:30]([F:31])=[CH:29][C:25]([C:26](O)=[O:27])=[C:24]([F:32])[CH:23]=4)=[N:20][C:7]2=3)[CH2:5][CH2:4][CH2:3][CH2:2]1.ON1C2C=CC=CC=2N=N1.F[P-](F)(F)(F)(F)F.CN(C(N(C)C)=[N+]1C2C=CC=CC=2[N+]([O-])=N1)C.C(N(C(C)C)CC)(C)C.[CH3:76][N:77]([CH3:81])[CH2:78][CH2:79][NH2:80]. Product: [CH:1]1([N:6]2[CH2:12][C:11]([F:13])([F:14])[C:10](=[O:15])[N:9]([CH3:16])[C:8]3[CH:17]=[N:18][C:19]([NH:21][C:22]4[C:30]([F:31])=[CH:29][C:25]([C:26]([NH:80][CH2:79][CH2:78][N:77]([CH3:81])[CH3:76])=[O:27])=[C:24]([F:32])[CH:23]=4)=[N:20][C:7]2=3)[CH2:5][CH2:4][CH2:3][CH2:2]1. The catalyst class is: 9. (3) Reactant: [Cl:1][C:2]1[C:7]([CH3:8])=[C:6]([Cl:9])[N:5]=[CH:4][C:3]=1[CH2:10]O.C(N(CC)C(C)C)(C)C.CS(Cl)(=O)=O.[F:26][C:27]1[C:33]([O:34][CH3:35])=[CH:32][C:31]([O:36][CH3:37])=[C:30]([F:38])[C:28]=1[NH2:29]. Product: [Cl:1][C:2]1[C:7]([CH3:8])=[C:6]([Cl:9])[N:5]=[CH:4][C:3]=1[CH2:10][NH:29][C:28]1[C:30]([F:38])=[C:31]([O:36][CH3:37])[CH:32]=[C:33]([O:34][CH3:35])[C:27]=1[F:26]. The catalyst class is: 2. (4) Reactant: Br[CH2:2][CH2:3][CH2:4][C:5]1[CH:10]=[CH:9][C:8]([C:11]2[N:16]=[C:15]([C:17]#[N:18])[C:14]3[N:19]=[CH:20][N:21]([CH3:22])[C:13]=3[CH:12]=2)=[CH:7][C:6]=1[C:23]([F:26])([F:25])[F:24].[O:27]=[C:28]1[CH2:33][NH:32][CH2:31][CH2:30][NH:29]1. Product: [CH3:22][N:21]1[C:13]2[CH:12]=[C:11]([C:8]3[CH:9]=[CH:10][C:5]([CH2:4][CH2:3][CH2:2][N:32]4[CH2:31][CH2:30][NH:29][C:28](=[O:27])[CH2:33]4)=[C:6]([C:23]([F:26])([F:25])[F:24])[CH:7]=3)[N:16]=[C:15]([C:17]#[N:18])[C:14]=2[N:19]=[CH:20]1. The catalyst class is: 3. (5) Reactant: [NH2:1][C:2]([C:4]1[CH:5]=[N:6][C:7]2[C:12]([C:13]=1[NH:14][C:15]1[CH:16]=[C:17]([CH:23]=[CH:24][CH:25]=1)[C:18]([O:20]CC)=[O:19])=[CH:11][CH:10]=[C:9]([C:26]1[CH:31]=[CH:30][CH:29]=[C:28]([O:32][CH3:33])[CH:27]=1)[CH:8]=2)=[O:3].[OH-].[Na+]. Product: [NH2:1][C:2]([C:4]1[CH:5]=[N:6][C:7]2[C:12]([C:13]=1[NH:14][C:15]1[CH:16]=[C:17]([CH:23]=[CH:24][CH:25]=1)[C:18]([OH:20])=[O:19])=[CH:11][CH:10]=[C:9]([C:26]1[CH:31]=[CH:30][CH:29]=[C:28]([O:32][CH3:33])[CH:27]=1)[CH:8]=2)=[O:3]. The catalyst class is: 8. (6) Reactant: [CH:1]([C:4]1[CH:9]=[CH:8][C:7]([C@H:10]2[C:14]3[C:15]([CH3:28])=[C:16]([NH:20][C:21](=[O:27])[CH2:22][C:23]([CH3:26])([CH3:25])[CH3:24])[C:17]([CH3:19])=[CH:18][C:13]=3[O:12][CH2:11]2)=[CH:6][CH:5]=1)([CH3:3])[CH3:2].CCCCCC.[C:35](OCC)(=[O:37])[CH3:36]. Product: [C:35]([C:18]1[C:13]2[O:12][CH2:11][C@@H:10]([C:7]3[CH:6]=[CH:5][C:4]([CH:1]([CH3:2])[CH3:3])=[CH:9][CH:8]=3)[C:14]=2[C:15]([CH3:28])=[C:16]([NH:20][C:21](=[O:27])[CH2:22][C:23]([CH3:26])([CH3:25])[CH3:24])[C:17]=1[CH3:19])(=[O:37])[CH3:36]. The catalyst class is: 22. (7) Reactant: C(OC(=O)[NH:7][C:8]([C:11]1[CH:16]=[CH:15][C:14]([C:17]2[CH:22]=[CH:21][C:20]([C@H:23]3[O:27]C(C)(C)[N:25]([C:30](=[O:34])[CH:31]([Cl:33])[Cl:32])[C@@H:24]3[CH2:35][F:36])=[CH:19][CH:18]=2)=[CH:13][CH:12]=1)([CH3:10])[CH3:9])(C)(C)C.C(O)(C(F)(F)F)=O.C([O-])(O)=O.[Na+]. Product: [NH2:7][C:8]([C:11]1[CH:16]=[CH:15][C:14]([C:17]2[CH:22]=[CH:21][C:20]([C@@H:23]([OH:27])[C@H:24]([NH:25][C:30](=[O:34])[CH:31]([Cl:33])[Cl:32])[CH2:35][F:36])=[CH:19][CH:18]=2)=[CH:13][CH:12]=1)([CH3:10])[CH3:9]. The catalyst class is: 390.